From a dataset of Reaction yield outcomes from USPTO patents with 853,638 reactions. Predict the reaction yield, written as a fraction of the theoretical maximum amount of product (1.0 means a 100% yield; for example, 0.34 means a 34% yield). The reactants are [N:1]1([CH:7]2[CH2:12][CH2:11][CH:10]([O:13][C:14]3[N:15]=[CH:16][N:17]=[C:18]4[C:25]=3[C:24]3[CH:23]([CH2:26]O)[CH2:22][CH2:21][C:20]=3[S:19]4)[CH2:9][CH2:8]2)[CH2:6][CH2:5][O:4][CH2:3][CH2:2]1.N1C=CN=C1.C1C=CC(P(C2C=CC=CC=2)C2C=CC=CC=2)=CC=1.[I:52]I. The catalyst is C(Cl)Cl. The product is [I:52][CH2:26][CH:23]1[CH2:22][CH2:21][C:20]2[S:19][C:18]3[C:25](=[C:14]([O:13][CH:10]4[CH2:11][CH2:12][CH:7]([N:1]5[CH2:6][CH2:5][O:4][CH2:3][CH2:2]5)[CH2:8][CH2:9]4)[N:15]=[CH:16][N:17]=3)[C:24]1=2. The yield is 0.860.